This data is from Forward reaction prediction with 1.9M reactions from USPTO patents (1976-2016). The task is: Predict the product of the given reaction. (1) Given the reactants [Cl:1][C:2]1[CH:10]=[CH:9][C:8]([C:11]2[N:12]([C:22]([O:24][C:25]([CH3:28])([CH3:27])[CH3:26])=[O:23])[C:13]3[C:18]([CH:19]=2)=[CH:17][C:16](C=O)=[CH:15][CH:14]=3)=[C:7]2[C:3]=1[CH2:4][NH:5][C:6]2=[O:29].[NH:30]1[CH2:35][CH2:34]C[CH2:32][C:31]1=[O:36].C(O)(=O)C.C(O[BH-](OC(=O)C)OC(=O)C)(=O)C.[Na+].C(=O)([O-])[O-].[Na+].[Na+].[C:61](#[N:63])C, predict the reaction product. The product is: [Cl:1][C:2]1[CH:10]=[CH:9][C:8]([C:11]2[N:12]([C:22]([O:24][C:25]([CH3:27])([CH3:26])[CH3:28])=[O:23])[C:13]3[C:18]([CH:19]=2)=[CH:17][C:16]([CH2:61][N:63]2[CH2:34][CH2:35][NH:30][C:31](=[O:36])[CH2:32]2)=[CH:15][CH:14]=3)=[C:7]2[C:3]=1[CH2:4][NH:5][C:6]2=[O:29]. (2) Given the reactants [CH:1]1([N:6]2[C:14]3[CH:13]=[CH:12][N:11]=[C:10]([O:15]C)[C:9]=3[C:8]([NH:17][C:18]3[CH:23]=[CH:22][C:21]([S:24]([NH2:27])(=[O:26])=[O:25])=[CH:20][CH:19]=3)=[N:7]2)[CH2:5][CH2:4][CH2:3][CH2:2]1.[I-].[Na+].Cl[Si](C)(C)C, predict the reaction product. The product is: [CH:1]1([N:6]2[C:14]3[CH:13]=[CH:12][NH:11][C:10](=[O:15])[C:9]=3[C:8]([NH:17][C:18]3[CH:23]=[CH:22][C:21]([S:24]([NH2:27])(=[O:25])=[O:26])=[CH:20][CH:19]=3)=[N:7]2)[CH2:2][CH2:3][CH2:4][CH2:5]1. (3) Given the reactants [Cl:1][C:2]1[C:3]([N:18]2[CH2:23][CH2:22][CH2:21][C@@H:20]([NH:24]C(=O)OC(C)(C)C)[CH2:19]2)=[C:4]2[C:10]([NH:11][C:12](=[O:17])[CH2:13][CH:14]([CH3:16])[CH3:15])=[CH:9][NH:8][C:5]2=[N:6][CH:7]=1, predict the reaction product. The product is: [ClH:1].[NH2:24][C@@H:20]1[CH2:21][CH2:22][CH2:23][N:18]([C:3]2[C:2]([Cl:1])=[CH:7][N:6]=[C:5]3[NH:8][CH:9]=[C:10]([NH:11][C:12](=[O:17])[CH2:13][CH:14]([CH3:15])[CH3:16])[C:4]=23)[CH2:19]1.